This data is from Tyrosyl-DNA phosphodiesterase HTS with 341,365 compounds. The task is: Binary Classification. Given a drug SMILES string, predict its activity (active/inactive) in a high-throughput screening assay against a specified biological target. (1) The compound is O=C(N1CCCCCC1)Cn1c2c(c(c1)C(=O)C(=O)N1CCCCC1)cccc2. The result is 0 (inactive). (2) The compound is O=C(NC1CCCCC1)C(N(c1cc2OCCOc2cc1)C(=O)CCCC(=O)Nc1ncccc1)c1ccc(cc1)C. The result is 0 (inactive).